This data is from Reaction yield outcomes from USPTO patents with 853,638 reactions. The task is: Predict the reaction yield, written as a fraction of the theoretical maximum amount of product (1.0 means a 100% yield; for example, 0.34 means a 34% yield). (1) The reactants are [Cl:1][C:2]1[CH:7]=[C:6]([NH:8][NH2:9])[CH:5]=[C:4]([Cl:10])[N:3]=1.CO/[CH:13]=[CH:14]/[C:15](=O)[CH3:16].C1(C)C=CC(S(O)(=O)=O)=CC=1. The catalyst is C(O)C. The product is [Cl:1][C:2]1[CH:7]=[C:6]([N:8]2[C:15]([CH3:16])=[CH:14][CH:13]=[N:9]2)[CH:5]=[C:4]([Cl:10])[N:3]=1. The yield is 0.380. (2) The reactants are [F:1][C:2]1[CH:3]=[C:4]([NH2:30])[CH:5]=[CH:6][C:7]=1[O:8][C:9]1[C:18]2[C:13](=[CH:14][C:15]([O:21][CH2:22][CH:23]3[CH2:28][CH2:27][N:26]([CH3:29])[CH2:25][CH2:24]3)=[C:16]([O:19][CH3:20])[CH:17]=2)[N:12]=[CH:11][CH:10]=1.CCN(CC)CC.[C:38]([O:43]CC)(=O)[C:39]([NH2:41])=[O:40].[CH2:46](N)[CH2:47][C:48]1[CH:53]=[CH:52][CH:51]=[CH:50][CH:49]=1. The catalyst is C(Cl)Cl. The product is [F:1][C:2]1[CH:3]=[C:4]([NH:30][C:38](=[O:43])[C:39]([NH:41][CH2:46][CH2:47][C:48]2[CH:53]=[CH:52][CH:51]=[CH:50][CH:49]=2)=[O:40])[CH:5]=[CH:6][C:7]=1[O:8][C:9]1[C:18]2[C:13](=[CH:14][C:15]([O:21][CH2:22][CH:23]3[CH2:28][CH2:27][N:26]([CH3:29])[CH2:25][CH2:24]3)=[C:16]([O:19][CH3:20])[CH:17]=2)[N:12]=[CH:11][CH:10]=1. The yield is 0.680. (3) The reactants are [H-].[Na+].N[C:4]1[CH:9]=CC=[CH:6][CH:5]=1.[CH3:10][C:11]1[CH2:15][C:14]([CH3:16])=[C:13]([CH3:17])[C:12]=1[CH3:18].Cl[Si:20](CCCC)(C)[C:21]1[CH:26]=[CH:25][CH:24]=[CH:23][CH:22]=1.[C:32](=O)([O-])O.[Na+].C(=O)([O-])[O-].[Na+].[Na+]. The catalyst is O1CCCC1.C1(C)C=CC=CC=1. The product is [CH2:9]([CH2:18][C:12]1[C:11]([SiH2:20][C:21]2[CH:26]=[CH:25][CH:24]=[CH:23][CH:22]=2)([CH3:10])[C:15]([CH3:32])=[C:14]([CH3:16])[C:13]=1[CH3:17])[CH2:4][CH2:5][CH3:6]. The yield is 0.774. (4) The reactants are [F:1][C:2]1[CH:9]=[CH:8][C:5]([C:6]#[N:7])=[CH:4][C:3]=1[C:10]([C:12]1[CH:21]=[CH:20][C:19]2[C:14](=[CH:15][CH:16]=[C:17]([OH:22])[CH:18]=2)[CH:13]=1)=[O:11].[OH-].[Na+].Cl.Cl[CH2:27][CH2:28][N:29]1[CH2:33][CH2:32][CH2:31][CH2:30]1. The catalyst is O1CCOCC1.[Br-].C([N+](CC)(CC)CC)C. The product is [F:1][C:2]1[CH:9]=[CH:8][C:5]([C:6]#[N:7])=[CH:4][C:3]=1[C:10]([C:12]1[CH:21]=[CH:20][C:19]2[C:14](=[CH:15][CH:16]=[C:17]([O:22][CH2:27][CH2:28][N:29]3[CH2:33][CH2:32][CH2:31][CH2:30]3)[CH:18]=2)[CH:13]=1)=[O:11]. The yield is 0.870. (5) The reactants are C[O:2][C:3](=[O:44])[CH:4]([C:7]1[CH:12]=[CH:11][C:10]([NH:13][C:14]([C@H:16]2[C@H:20]([C:21]3[CH:26]=[CH:25][CH:24]=[C:23]([Cl:27])[C:22]=3[F:28])[C@:19]([C:31]3[CH:36]=[CH:35][C:34]([Cl:37])=[CH:33][C:32]=3[F:38])([C:29]#[N:30])[C@H:18]([CH2:39][C:40]([CH3:43])([CH3:42])[CH3:41])[NH:17]2)=[O:15])=[CH:9][CH:8]=1)[CH2:5][CH3:6].[Li+].[OH-]. The catalyst is C1COCC1.CO.O.C(OCC)(=O)C. The product is [Cl:27][C:23]1[C:22]([F:28])=[C:21]([C@@H:20]2[C@:19]([C:31]3[CH:36]=[CH:35][C:34]([Cl:37])=[CH:33][C:32]=3[F:38])([C:29]#[N:30])[C@H:18]([CH2:39][C:40]([CH3:43])([CH3:42])[CH3:41])[NH:17][C@H:16]2[C:14]([NH:13][C:10]2[CH:9]=[CH:8][C:7]([CH:4]([CH2:5][CH3:6])[C:3]([OH:44])=[O:2])=[CH:12][CH:11]=2)=[O:15])[CH:26]=[CH:25][CH:24]=1. The yield is 0.729. (6) The reactants are [H-].[Na+].C(OC([N:10]1[CH2:15][CH2:14][CH:13]([N:16]([CH2:26][C:27]2[CH:32]=[CH:31][CH:30]=[CH:29][CH:28]=2)[C:17]2[CH:18]=[C:19]3[C:23](=[CH:24][CH:25]=2)[NH:22][CH:21]=[CH:20]3)[CH2:12][CH2:11]1)=O)(C)(C)C.CI.[F:35][C:36]([F:41])([F:40])[C:37]([OH:39])=[O:38]. The catalyst is CN(C=O)C.C(Cl)Cl. The product is [F:35][C:36]([F:41])([F:40])[C:37]([OH:39])=[O:38].[CH2:26]([N:16]([C:17]1[CH:18]=[C:19]2[C:23](=[CH:24][CH:25]=1)[N:22]([CH3:36])[CH:21]=[CH:20]2)[CH:13]1[CH2:14][CH2:15][NH:10][CH2:11][CH2:12]1)[C:27]1[CH:28]=[CH:29][CH:30]=[CH:31][CH:32]=1. The yield is 0.970.